Dataset: Reaction yield outcomes from USPTO patents with 853,638 reactions. Task: Predict the reaction yield, written as a fraction of the theoretical maximum amount of product (1.0 means a 100% yield; for example, 0.34 means a 34% yield). (1) The reactants are [Br:1][C:2]1[C:3](=[O:10])[N:4]([CH3:9])[C:5](Cl)=[N:6][CH:7]=1.[F:11][C:12]1[CH:17]=[CH:16][C:15]([NH2:18])=[CH:14][CH:13]=1. No catalyst specified. The product is [Br:1][C:2]1[C:3](=[O:10])[N:4]([CH3:9])[C:5]([NH:18][C:15]2[CH:16]=[CH:17][C:12]([F:11])=[CH:13][CH:14]=2)=[N:6][CH:7]=1. The yield is 0.990. (2) The reactants are I[C:2]1[CH:3]=[CH:4][C:5]([N:8]2[C:12](=[O:13])[CH2:11][C@H:10]3[CH2:14][CH2:15][CH2:16][C@@H:9]23)=[N:6][CH:7]=1.[C:17]([C:19]1[CH:24]=[C:23]([F:25])[CH:22]=[CH:21][C:20]=1[F:26])#[CH:18]. No catalyst specified. The product is [F:26][C:20]1[CH:21]=[CH:22][C:23]([F:25])=[CH:24][C:19]=1[C:17]#[C:18][C:2]1[CH:3]=[CH:4][C:5]([N:8]2[C:12](=[O:13])[CH2:11][C@H:10]3[CH2:14][CH2:15][CH2:16][C@@H:9]23)=[N:6][CH:7]=1. The yield is 0.980.